This data is from Full USPTO retrosynthesis dataset with 1.9M reactions from patents (1976-2016). The task is: Predict the reactants needed to synthesize the given product. (1) Given the product [F:15][C:13]1([F:16])[O:12][C:11]2[CH:17]=[CH:18][C:8]([C:6]3[N:5]=[CH:4][N:3]=[C:2]([C:19]#[N:20])[CH:7]=3)=[CH:9][C:10]=2[O:14]1, predict the reactants needed to synthesize it. The reactants are: Cl[C:2]1[CH:7]=[C:6]([C:8]2[CH:18]=[CH:17][C:11]3[O:12][C:13]([F:16])([F:15])[O:14][C:10]=3[CH:9]=2)[N:5]=[CH:4][N:3]=1.[CH3:19][N:20](C)C=O. (2) Given the product [CH3:8][C:9]1[N:14]=[C:13]([C:15]([NH:7][C:2]2[CH:3]=[CH:4][CH:5]=[CH:6][N:1]=2)=[O:16])[CH:12]=[CH:11][CH:10]=1, predict the reactants needed to synthesize it. The reactants are: [N:1]1[CH:6]=[CH:5][CH:4]=[CH:3][C:2]=1[NH2:7].[CH3:8][C:9]1[N:14]=[C:13]([C:15](O)=[O:16])[CH:12]=[CH:11][CH:10]=1.